From a dataset of Experimentally validated miRNA-target interactions with 360,000+ pairs, plus equal number of negative samples. Binary Classification. Given a miRNA mature sequence and a target amino acid sequence, predict their likelihood of interaction. The protein sequence of the target gene is MSDTAVADTRRLNSKPQDLTDAYGPPSNFLEIDIFNPQTVGVGRARFTTYEVRMRTNLPIFKLKESCVRRRYSDFEWLKNELERDSKIVVPPLPGKALKRHPFRGDEGIFEESFIEERRQGLEQFINKIAGHPLAQNERCLHMFLQEEAIDRNYVAGKVLGEKDC. The miRNA is hsa-miR-4283 with sequence UGGGGCUCAGCGAGUUU. Result: 0 (no interaction).